From a dataset of Merck oncology drug combination screen with 23,052 pairs across 39 cell lines. Regression. Given two drug SMILES strings and cell line genomic features, predict the synergy score measuring deviation from expected non-interaction effect. (1) Drug 2: Cn1cc(-c2cnn3c(N)c(Br)c(C4CCCNC4)nc23)cn1. Cell line: RPMI7951. Synergy scores: synergy=4.92. Drug 1: O=c1[nH]cc(F)c(=O)[nH]1. (2) Drug 1: COc1cccc2c1C(=O)c1c(O)c3c(c(O)c1C2=O)CC(O)(C(=O)CO)CC3OC1CC(N)C(O)C(C)O1. Drug 2: CCc1cnn2c(NCc3ccc[n+]([O-])c3)cc(N3CCCCC3CCO)nc12. Cell line: DLD1. Synergy scores: synergy=-1.53. (3) Drug 1: N.N.O=C(O)C1(C(=O)O)CCC1.[Pt]. Drug 2: Cn1cc(-c2cnn3c(N)c(Br)c(C4CCCNC4)nc23)cn1. Cell line: OCUBM. Synergy scores: synergy=37.8. (4) Drug 1: C#Cc1cccc(Nc2ncnc3cc(OCCOC)c(OCCOC)cc23)c1. Drug 2: CCc1c2c(nc3ccc(O)cc13)-c1cc3c(c(=O)n1C2)COC(=O)C3(O)CC. Cell line: PA1. Synergy scores: synergy=30.9. (5) Drug 1: CN(Cc1cnc2nc(N)nc(N)c2n1)c1ccc(C(=O)NC(CCC(=O)O)C(=O)O)cc1. Drug 2: O=C(O)C1(Cc2cccc(Nc3nccs3)n2)CCC(Oc2cccc(Cl)c2F)CC1. Cell line: RKO. Synergy scores: synergy=-19.9. (6) Drug 1: CN(C)C(=N)N=C(N)N. Drug 2: C=CCn1c(=O)c2cnc(Nc3ccc(N4CCN(C)CC4)cc3)nc2n1-c1cccc(C(C)(C)O)n1. Cell line: HT144. Synergy scores: synergy=6.64. (7) Drug 1: CN1C(=O)C=CC2(C)C3CCC4(C)C(NC(=O)OCC(F)(F)F)CCC4C3CCC12. Drug 2: CCc1cnn2c(NCc3ccc[n+]([O-])c3)cc(N3CCCCC3CCO)nc12. Cell line: SW837. Synergy scores: synergy=-6.54.